From a dataset of Catalyst prediction with 721,799 reactions and 888 catalyst types from USPTO. Predict which catalyst facilitates the given reaction. (1) Reactant: [CH3:1][N:2]([CH3:25])[C:3](=[O:24])[O:4][CH:5]1[CH2:12][CH:11]2[CH:7]([CH2:8][CH:9]([NH:13][CH2:14][C:15]([N:17]3[CH2:21][CH2:20][CH2:19][CH:18]3[C:22]#[N:23])=[O:16])[CH2:10]2)[CH2:6]1.[ClH:26]. Product: [ClH:26].[CH3:1][N:2]([CH3:25])[C:3](=[O:24])[O:4][CH:5]1[CH2:12][CH:11]2[CH:7]([CH2:8][CH:9]([NH:13][CH2:14][C:15]([N:17]3[CH2:21][CH2:20][CH2:19][CH:18]3[C:22]#[N:23])=[O:16])[CH2:10]2)[CH2:6]1. The catalyst class is: 28. (2) Reactant: C(OC([N:8]1[CH2:12][C@@H:11]([CH2:13][N:14]([CH:31]([CH3:33])[CH3:32])[C:15](=[O:30])[C:16]2[CH:21]=[CH:20][C:19]([O:22][CH3:23])=[C:18]([O:24][CH2:25][CH2:26][CH2:27][O:28][CH3:29])[CH:17]=2)[C@H:10]([NH2:34])[CH2:9]1)=O)(C)(C)C.[CH2:35]([NH:42][C:43](=[O:48])[CH:44](Br)[CH2:45][CH3:46])[C:36]1[CH:41]=[CH:40][CH:39]=[CH:38][CH:37]=1.CC#N.O. Product: [CH2:35]([NH:42][C:43]([CH:44]([NH:34][C@@H:10]1[CH2:9][NH:8][CH2:12][C@H:11]1[CH2:13][N:14]([CH:31]([CH3:32])[CH3:33])[C:15](=[O:30])[C:16]1[CH:21]=[CH:20][C:19]([O:22][CH3:23])=[C:18]([O:24][CH2:25][CH2:26][CH2:27][O:28][CH3:29])[CH:17]=1)[CH2:45][CH3:46])=[O:48])[C:36]1[CH:41]=[CH:40][CH:39]=[CH:38][CH:37]=1. The catalyst class is: 23. (3) Reactant: [F:1][C:2]1[CH:7]=[CH:6][C:5]([C:8]([C:10]2[S:11][CH:12]=[CH:13][N:14]=2)=[O:9])=[CH:4][CH:3]=1.[CH3:15][Mg]Br. Product: [F:1][C:2]1[CH:3]=[CH:4][C:5]([C:8]([C:10]2[S:11][CH:12]=[CH:13][N:14]=2)([OH:9])[CH3:15])=[CH:6][CH:7]=1. The catalyst class is: 27. (4) The catalyst class is: 23. Reactant: [N:1]1[C:10]2[CH:9]([NH:11][CH2:12][CH2:13][CH2:14][CH2:15][N:16]3[C:24](=[O:25])[C:23]4[C:18](=[CH:19][CH:20]=[CH:21][CH:22]=4)[C:17]3=[O:26])[CH2:8][CH2:7][CH2:6][C:5]=2[CH:4]=[CH:3][CH:2]=1.Br[CH2:28][C:29]1[CH:34]=[CH:33][CH:32]=[C:31]([CH2:35][O:36][CH3:37])[N:30]=1.CCN(C(C)C)C(C)C. Product: [CH3:37][O:36][CH2:35][C:31]1[N:30]=[C:29]([CH2:28][N:11]([CH:9]2[C:10]3[N:1]=[CH:2][CH:3]=[CH:4][C:5]=3[CH2:6][CH2:7][CH2:8]2)[CH2:12][CH2:13][CH2:14][CH2:15][N:16]2[C:24](=[O:25])[C:23]3[C:18](=[CH:19][CH:20]=[CH:21][CH:22]=3)[C:17]2=[O:26])[CH:34]=[CH:33][CH:32]=1. (5) Reactant: O[C:2]1[N:9]=[C:8]([CH3:10])[C:7]([N+:11]([O-:13])=[O:12])=[CH:6][C:3]=1[C:4]#[N:5].P(Cl)(Cl)(Cl)(Cl)[Cl:15].C(O)C. Product: [Cl:15][C:2]1[N:9]=[C:8]([CH3:10])[C:7]([N+:11]([O-:13])=[O:12])=[CH:6][C:3]=1[C:4]#[N:5]. The catalyst class is: 286.